Dataset: Full USPTO retrosynthesis dataset with 1.9M reactions from patents (1976-2016). Task: Predict the reactants needed to synthesize the given product. (1) Given the product [NH2:20][C:11]1[C:10]2[N:9]=[C:8]([CH3:21])[N:7]([CH2:6][CH2:5][OH:4])[C:19]=2[C:18]2[CH2:17][CH2:16][CH2:15][CH2:14][C:13]=2[N:12]=1, predict the reactants needed to synthesize it. The reactants are: C([O:4][CH2:5][CH2:6][N:7]1[C:19]2[C:18]3[CH:17]=[CH:16][CH:15]=[CH:14][C:13]=3[N:12]=[C:11]([NH2:20])[C:10]=2[N:9]=[C:8]1[CH3:21])(=O)C. (2) Given the product [C:18]([O:22][C:23]([N:25]1[CH2:28][CH2:27][C@H:26]1[CH2:29][O:30][C:31]1[CH:36]=[C:35]([C:2]2[CH:3]=[C:4]([CH2:8][C@H:9]([OH:17])[CH2:10][C:11]3[CH:16]=[CH:15][CH:14]=[CH:13][CH:12]=3)[CH:5]=[CH:6][CH:7]=2)[CH:34]=[N:33][CH:32]=1)=[O:24])([CH3:21])([CH3:19])[CH3:20], predict the reactants needed to synthesize it. The reactants are: Br[C:2]1[CH:3]=[C:4]([CH2:8][C@H:9]([OH:17])[CH2:10][C:11]2[CH:16]=[CH:15][CH:14]=[CH:13][CH:12]=2)[CH:5]=[CH:6][CH:7]=1.[C:18]([O:22][C:23]([N:25]1[CH2:28][CH2:27][C@H:26]1[CH2:29][O:30][C:31]1[CH:32]=[N:33][CH:34]=[C:35]([Sn](C)(C)C)[CH:36]=1)=[O:24])([CH3:21])([CH3:20])[CH3:19].C(Cl)(Cl)Cl.[F-].[Cs+].P(C(C)(C)C)(C(C)(C)C)C(C)(C)C. (3) Given the product [CH2:44]([N:22]([CH2:20][CH3:21])[CH2:23][CH2:24][NH:25][C:26]([C:28]1[C:41]2[NH:40][C:39]3[C:34](=[CH:35][CH:36]=[CH:37][CH:38]=3)[CH2:33][C:32]=2[CH:31]=[CH:30][C:29]=1[I:43])=[O:27])[CH3:45], predict the reactants needed to synthesize it. The reactants are: IC1C2CC3C(=CC=CC=3)NC=2C(C(OC)=O)=CC=1.[CH2:20]([N:22]([CH2:44][CH3:45])[CH2:23][CH2:24][NH:25][C:26]([C:28]1[C:41]2[NH:40][C:39]3[C:34](=[CH:35][CH:36]=[CH:37][CH:38]=3)[C:33](=O)[C:32]=2[CH:31]=[CH:30][C:29]=1[I:43])=[O:27])[CH3:21].[K+].[Br-].Cl.C(N(CC)CCNC(C1NC2C(C=1)=CC(I)=CC=2)=O)C. (4) Given the product [C:1]1([C:7]2[O:8][C:9]([CH2:12][NH2:13])=[CH:10][N:11]=2)[CH:2]=[CH:3][CH:4]=[CH:5][CH:6]=1, predict the reactants needed to synthesize it. The reactants are: [C:1]1([C:7]2[O:8][C:9]([CH2:12][N:13]3C(=O)C4C(=CC=CC=4)C3=O)=[CH:10][N:11]=2)[CH:6]=[CH:5][CH:4]=[CH:3][CH:2]=1.[OH-].[Na+]. (5) The reactants are: ClC(Cl)(Cl)C[O:4][C:5](=[O:23])[NH:6][C:7]1[N:8]([C:16]2[CH:21]=[CH:20][C:19]([CH3:22])=[CH:18][CH:17]=2)[N:9]=[C:10]([C:12]([CH3:15])([CH3:14])[CH3:13])[CH:11]=1.[CH3:26][N:27]1[CH2:32][CH2:31][N:30]([CH3:33])[CH2:29][CH:28]1[C:34]1[N:38]2[CH:39]=[C:40]([O:43][C@H:44]3[C:53]4[C:48](=[CH:49][CH:50]=[CH:51][CH:52]=4)[C@@H:47]([NH2:54])[CH2:46][CH2:45]3)[CH:41]=[CH:42][C:37]2=[N:36][N:35]=1. Given the product [CH:5]([OH:23])=[O:4].[C:12]([C:10]1[CH:11]=[C:7]([NH:6][C:5]([NH:54][C@@H:47]2[C:48]3[C:53](=[CH:52][CH:51]=[CH:50][CH:49]=3)[C@H:44]([O:43][C:40]3[CH:41]=[CH:42][C:37]4[N:38]([C:34]([CH:28]5[CH2:29][N:30]([CH3:33])[CH2:31][CH2:32][N:27]5[CH3:26])=[N:35][N:36]=4)[CH:39]=3)[CH2:45][CH2:46]2)=[O:4])[N:8]([C:16]2[CH:21]=[CH:20][C:19]([CH3:22])=[CH:18][CH:17]=2)[N:9]=1)([CH3:15])([CH3:13])[CH3:14], predict the reactants needed to synthesize it. (6) Given the product [CH2:23]([C:2]1[N:7]([C:8]2[CH:13]=[CH:12][CH:11]=[C:10]([C:14]([F:17])([F:16])[F:15])[CH:9]=2)[C:6](=[O:18])[N:5]([CH3:19])[C:4](=[O:20])[CH:3]=1)[CH3:24], predict the reactants needed to synthesize it. The reactants are: Cl[C:2]1[N:7]([C:8]2[CH:13]=[CH:12][CH:11]=[C:10]([C:14]([F:17])([F:16])[F:15])[CH:9]=2)[C:6](=[O:18])[N:5]([CH3:19])[C:4](=[O:20])[CH:3]=1.Cl.O1CC[CH2:24][CH2:23]1.